This data is from Full USPTO retrosynthesis dataset with 1.9M reactions from patents (1976-2016). The task is: Predict the reactants needed to synthesize the given product. (1) Given the product [CH3:1][O:2][C:3]1[CH:8]=[CH:7][CH:6]=[CH:5][C:4]=1[C:9]1[CH:10]=[C:11]2[C:16](=[CH:17][CH:18]=1)[NH:15][C:14]([CH3:19])([CH3:20])[CH:13]=[C:12]2[CH2:21][NH:33][C:34]1[CH:39]=[CH:38][CH:37]=[CH:36][CH:35]=1, predict the reactants needed to synthesize it. The reactants are: [CH3:1][O:2][C:3]1[CH:8]=[CH:7][CH:6]=[CH:5][C:4]=1[C:9]1[CH:10]=[C:11]2[C:16](=[CH:17][CH:18]=1)[NH:15][C:14]([CH3:20])([CH3:19])[CH:13]=[C:12]2[CH2:21]SCC(NC)=O.BrCC1[C:39]2[C:34](=[CH:35][CH:36]=[C:37](C3C=CC=CC=3OC)[CH:38]=2)[NH:33]C(C)(C)C=1.CSNC(=O)C.C(=O)([O-])[O-].[K+].[K+]. (2) Given the product [NH2:16][CH2:15][C:14]1[NH:10][C:9]2[CH:8]=[CH:7][C:4]([C:5]#[N:6])=[CH:3][C:2]=2[N:1]=1, predict the reactants needed to synthesize it. The reactants are: [NH2:1][C:2]1[CH:3]=[C:4]([CH:7]=[CH:8][C:9]=1[NH2:10])[C:5]#[N:6].O=C1[N:16](P(Cl)(N2CCOC2=O)=O)[CH2:15][CH2:14]O1.C(NCC(O)=O)(OCC1C=CC=CC=1)=O.C(N(CC)C(C)C)(C)C.